This data is from Full USPTO retrosynthesis dataset with 1.9M reactions from patents (1976-2016). The task is: Predict the reactants needed to synthesize the given product. Given the product [O:11]1[CH2:16][CH2:15][CH2:14][CH2:13][CH:12]1[O:1][CH2:2][C:3]1[O:7][N:6]=[C:5]([C:8](=[O:10])[CH3:9])[CH:4]=1, predict the reactants needed to synthesize it. The reactants are: [OH:1][CH2:2][C:3]1[O:7][N:6]=[C:5]([C:8](=[O:10])[CH3:9])[CH:4]=1.[O:11]1[CH:16]=[CH:15][CH2:14][CH2:13][CH2:12]1.CC1C=CC(S([O-])(=O)=O)=CC=1.[NH+]1C=CC=CC=1.